This data is from Reaction yield outcomes from USPTO patents with 853,638 reactions. The task is: Predict the reaction yield, written as a fraction of the theoretical maximum amount of product (1.0 means a 100% yield; for example, 0.34 means a 34% yield). (1) The reactants are C[O:2][C:3]([C:5]1[N:6]([CH2:11][C:12](=O)[C:13]2[CH:18]=[CH:17][C:16]([C:19]([F:22])([F:21])[F:20])=[CH:15][CH:14]=2)[C:7]([Br:10])=[CH:8][CH:9]=1)=O.C([O-])(=O)C.[NH4+:28].O. The catalyst is C(O)(=O)C. The product is [Br:10][C:7]1[N:6]2[CH:11]=[C:12]([C:13]3[CH:18]=[CH:17][C:16]([C:19]([F:22])([F:21])[F:20])=[CH:15][CH:14]=3)[NH:28][C:3](=[O:2])[C:5]2=[CH:9][CH:8]=1. The yield is 0.970. (2) The reactants are Br[C:2]1[CH:3]=[N:4][CH:5]=[CH:6][C:7]=1[O:8][CH2:9][C:10]([F:13])([F:12])[F:11].[CH:14]1([B-](F)(F)F)[CH2:16][CH2:15]1.[K+].C(P(C12CC3CC(CC(C3)C1)C2)C12CC3CC(CC(C3)C1)C2)CCC.C([O-])([O-])=O.[Cs+].[Cs+]. The catalyst is C1(C)C=CC=CC=1.O.C(OCC)(=O)C.C([O-])(=O)C.[Pd+2].C([O-])(=O)C.CCCCCCC. The product is [CH:14]1([C:2]2[CH:3]=[N:4][CH:5]=[CH:6][C:7]=2[O:8][CH2:9][C:10]([F:13])([F:12])[F:11])[CH2:16][CH2:15]1. The yield is 0.720. (3) The reactants are Br[C:2]1[CH:9]=[CH:8][C:5]([C:6]#[N:7])=[CH:4][CH:3]=1.[H-].[Na+].C1(C)C=CC(P(C2C=CC(C)=CC=2)[C:19]2(P(C3C=CC(C)=CC=3)C3C=CC(C)=CC=3)[CH2:28][CH:27]=[C:26]3[C:21](C=CC=C3)=[C:20]2[C:29]2[C:38]3C(=CC=CC=3)C=CC=2)=CC=1.C(OCC)(=[O:64])C. The catalyst is C1(C)C=CC=CC=1.C1C=CC(/C=C/C(/C=C/C2C=CC=CC=2)=O)=CC=1.C1C=CC(/C=C/C(/C=C/C2C=CC=CC=2)=O)=CC=1.C1C=CC(/C=C/C(/C=C/C2C=CC=CC=2)=O)=CC=1.[Pd].[Pd].O. The product is [C:20]1([CH:29]([O:64][C:2]2[CH:9]=[CH:8][C:5]([C:6]#[N:7])=[CH:4][CH:3]=2)[CH3:38])[CH:21]=[CH:26][CH:27]=[CH:28][CH:19]=1. The yield is 0.260. (4) The yield is 0.550. The product is [Br:8][CH2:45][CH2:44][CH2:43][C@@H:42]([C:47]([O:49][CH:50]1[CH2:54][CH2:53][CH2:52][CH2:51]1)=[O:48])[NH:41][C:39]([O:38][C:34]([CH3:37])([CH3:36])[CH3:35])=[O:40]. The reactants are C1C(=O)N([Br:8])C(=O)C1.C1(P(C2C=CC=CC=2)C2C=CC=CC=2)C=CC=CC=1.N1C=CC=CC=1.[C:34]([O:38][C:39]([NH:41][C@H:42]([C:47]([O:49][CH:50]1[CH2:54][CH2:53][CH2:52][CH2:51]1)=[O:48])[CH2:43][CH2:44][CH2:45]O)=[O:40])([CH3:37])([CH3:36])[CH3:35]. The catalyst is C(Cl)Cl. (5) The reactants are OS(O)(=O)=O.[OH:6][C:7]1[CH:8]=[C:9]([CH:12]=[CH:13][CH:14]=1)[C:10]#[N:11].[N:15]([O-:17])=[O:16].[Na+]. The catalyst is C(Cl)Cl. The product is [OH:6][C:7]1[C:8]([N+:15]([O-:17])=[O:16])=[C:9]([CH:12]=[CH:13][CH:14]=1)[C:10]#[N:11]. The yield is 0.250. (6) The reactants are [CH2:1]([O:3][C:4]([C:6]1[C:15](=[O:16])[C:14]2[C:9](=[C:10](Br)[CH:11]=[CH:12][C:13]=2[O:17][CH3:18])[NH:8][CH:7]=1)=[O:5])[CH3:2].C([O-])(=O)C.[Na+]. The catalyst is C(O)(=O)C.[Pd]. The product is [CH2:1]([O:3][C:4]([C:6]1[C:15](=[O:16])[C:14]2[C:9](=[CH:10][CH:11]=[CH:12][C:13]=2[O:17][CH3:18])[NH:8][CH:7]=1)=[O:5])[CH3:2]. The yield is 0.570. (7) The reactants are [C:1]1([N:7]2[CH:11]=[CH:10][C:9]([CH:12]([OH:15])[CH2:13][CH3:14])=[N:8]2)[CH:6]=[CH:5][CH:4]=[CH:3][CH:2]=1.CC(OI1(OC(C)=O)(OC(C)=O)OC(=O)C2C=CC=CC1=2)=O.CCOC(C)=O. The catalyst is C(Cl)Cl. The product is [C:1]1([N:7]2[CH:11]=[CH:10][C:9]([C:12](=[O:15])[CH2:13][CH3:14])=[N:8]2)[CH:6]=[CH:5][CH:4]=[CH:3][CH:2]=1. The yield is 0.780. (8) The reactants are [N:1]([CH2:4][CH:5]1[NH:10][C:9]2[C:11]([O:15][CH3:16])=[CH:12][CH:13]=[CH:14][C:8]=2[O:7][CH2:6]1)=[N+]=[N-].C1(P(C2C=CC=CC=2)C2C=CC=CC=2)C=CC=CC=1.O. The catalyst is O1CCCC1. The product is [CH3:16][O:15][C:11]1[C:9]2[NH:10][CH:5]([CH2:4][NH2:1])[CH2:6][O:7][C:8]=2[CH:14]=[CH:13][CH:12]=1. The yield is 0.910. (9) The reactants are [CH3:1][O:2][C:3]1[CH:4]=[C:5]2[C:10](=[CH:11][C:12]=1[O:13][CH3:14])[N:9]=[CH:8][N:7]=[C:6]2[O:15][C:16]1[CH:22]=[CH:21][C:19]([NH2:20])=[CH:18][CH:17]=1.C(N(CC)CC)C.ClC(Cl)(O[C:34](=[O:40])OC(Cl)(Cl)Cl)Cl.[CH:42]([N:45]([CH:49]([CH3:51])[CH3:50])[CH2:46][CH2:47][NH2:48])([CH3:44])[CH3:43]. The catalyst is C(Cl)(Cl)Cl.O. The yield is 0.370. The product is [CH:42]([N:45]([CH:49]([CH3:51])[CH3:50])[CH2:46][CH2:47][NH:48][C:34]([NH:20][C:19]1[CH:21]=[CH:22][C:16]([O:15][C:6]2[C:5]3[C:10](=[CH:11][C:12]([O:13][CH3:14])=[C:3]([O:2][CH3:1])[CH:4]=3)[N:9]=[CH:8][N:7]=2)=[CH:17][CH:18]=1)=[O:40])([CH3:44])[CH3:43].